Dataset: Catalyst prediction with 721,799 reactions and 888 catalyst types from USPTO. Task: Predict which catalyst facilitates the given reaction. (1) Reactant: [CH2:1]([C:3]([C:6]1[CH:7]=[CH:8][C:9]([OH:14])=[C:10]([CH:13]=1)[CH:11]=[O:12])=[CH:4][CH3:5])[CH3:2].[CH3:15][Mg]Br. The catalyst class is: 1. Product: [CH2:4]([C:3]([C:6]1[CH:7]=[CH:8][C:9]([OH:14])=[C:10]([CH:11]([OH:12])[CH3:15])[CH:13]=1)=[CH:1][CH3:2])[CH3:5]. (2) Reactant: N12CCCN=C1CCCCC2.[NH2:12][C:13]1[C:14]([OH:20])=[N:15][C:16]([Br:19])=[CH:17][CH:18]=1.Br[CH2:22][C:23](OC)=[O:24]. Product: [Br:19][C:16]1[CH:17]=[CH:18][C:13]2[NH:12][C:23](=[O:24])[CH2:22][O:20][C:14]=2[N:15]=1. The catalyst class is: 435. (3) Reactant: C([O:5][C:6](=[O:31])[C@@H:7]([N:15]1[CH:20]=[CH:19][CH:18]=[C:17]([NH:21][C:22](=[O:29])[C:23]2[CH:28]=[CH:27][CH:26]=[CH:25][CH:24]=2)[C:16]1=[O:30])[CH2:8][C:9]1[CH:14]=[CH:13][CH:12]=[CH:11][CH:10]=1)(C)(C)C.FC(F)(F)C(O)=O. Product: [C:22]([NH:21][C:17]1[C:16](=[O:30])[N:15]([C@@H:7]([CH2:8][C:9]2[CH:14]=[CH:13][CH:12]=[CH:11][CH:10]=2)[C:6]([OH:31])=[O:5])[CH:20]=[CH:19][CH:18]=1)(=[O:29])[C:23]1[CH:24]=[CH:25][CH:26]=[CH:27][CH:28]=1. The catalyst class is: 4.